From a dataset of Peptide-MHC class I binding affinity with 185,985 pairs from IEDB/IMGT. Regression. Given a peptide amino acid sequence and an MHC pseudo amino acid sequence, predict their binding affinity value. This is MHC class I binding data. (1) The peptide sequence is QFLKFSLPFPFLYKFLL. The MHC is HLA-A33:01 with pseudo-sequence HLA-A33:01. The binding affinity (normalized) is 0.252. (2) The peptide sequence is YLDNVGVHI. The MHC is HLA-A66:01 with pseudo-sequence HLA-A66:01. The binding affinity (normalized) is 0.213. (3) The binding affinity (normalized) is 0.319. The peptide sequence is YIVVGVILL. The MHC is Mamu-A2601 with pseudo-sequence Mamu-A2601. (4) The peptide sequence is DRFFKTLRA. The MHC is HLA-B40:01 with pseudo-sequence HLA-B40:01. The binding affinity (normalized) is 0. (5) The peptide sequence is TVIYRGVNF. The MHC is HLA-A24:02 with pseudo-sequence HLA-A24:02. The binding affinity (normalized) is 0.244. (6) The peptide sequence is LVSTQEFRY. The MHC is HLA-A24:02 with pseudo-sequence HLA-A24:02. The binding affinity (normalized) is 0.127. (7) The peptide sequence is NHHFFDGKTAL. The MHC is Mamu-B1001 with pseudo-sequence Mamu-B1001. The binding affinity (normalized) is 1.00. (8) The MHC is HLA-A26:01 with pseudo-sequence HLA-A26:01. The binding affinity (normalized) is 0. The peptide sequence is VGIPTHRHI. (9) The peptide sequence is RAEIIRMMEGA. The MHC is HLA-A02:03 with pseudo-sequence HLA-A02:03. The binding affinity (normalized) is 0.149.